Predict the product of the given reaction. From a dataset of Forward reaction prediction with 1.9M reactions from USPTO patents (1976-2016). (1) Given the reactants I[C:2]1[CH:3]=[N:4][N:5]2[CH:10]=[C:9]([C:11]3[CH:12]=[N:13][N:14]([CH3:16])[CH:15]=3)[CH:8]=[C:7]([O:17][CH3:18])[C:6]=12.[Br:19][C:20]1[CH:31]=[CH:30][C:23]2[S:24][C:25](B(O)O)=[CH:26][C:22]=2[CH:21]=1.C(=O)([O-])[O-].[Na+].[Na+].O, predict the reaction product. The product is: [Br:19][C:20]1[CH:31]=[CH:30][C:23]2[S:24][C:25]([C:2]3[CH:3]=[N:4][N:5]4[CH:10]=[C:9]([C:11]5[CH:12]=[N:13][N:14]([CH3:16])[CH:15]=5)[CH:8]=[C:7]([O:17][CH3:18])[C:6]=34)=[CH:26][C:22]=2[CH:21]=1. (2) Given the reactants [CH3:1][C@:2]1([CH2:10][N:11]2[C:15]3[CH:16]=[C:17]([C:20]#[N:21])[CH:18]=[CH:19][C:14]=3[N:13]=[CH:12]2)[CH2:9][CH2:8][CH2:7][C@:4]2([O:6][CH2:5]2)[CH2:3]1.[CH2:22]([O:24][C:25]1[N:30]=[CH:29][C:28]([NH2:31])=[CH:27][CH:26]=1)[CH3:23], predict the reaction product. The product is: [CH2:22]([O:24][C:25]1[N:30]=[CH:29][C:28]([NH:31][CH2:5][C@:4]2([OH:6])[CH2:7][CH2:8][CH2:9][C@@:2]([CH2:10][N:11]3[C:15]4[CH:16]=[C:17]([C:20]#[N:21])[CH:18]=[CH:19][C:14]=4[N:13]=[CH:12]3)([CH3:1])[CH2:3]2)=[CH:27][CH:26]=1)[CH3:23]. (3) Given the reactants B(Br)(Br)Br.[CH2:5]([C:9]1[CH:14]=[C:13]([CH2:15][CH2:16][C:17]#[N:18])[CH:12]=[CH:11][C:10]=1[C:19]1[CH:24]=[CH:23][C:22]([O:25]C)=[C:21]([CH2:27][CH:28]([CH3:30])[CH3:29])[CH:20]=1)[CH:6]([CH3:8])[CH3:7].O, predict the reaction product. The product is: [OH:25][C:22]1[CH:23]=[CH:24][C:19]([C:10]2[CH:11]=[CH:12][C:13]([CH2:15][CH2:16][C:17]#[N:18])=[CH:14][C:9]=2[CH2:5][CH:6]([CH3:7])[CH3:8])=[CH:20][C:21]=1[CH2:27][CH:28]([CH3:30])[CH3:29]. (4) Given the reactants C(OC(=O)[NH:7][CH2:8][CH2:9][N:10]1[C:14]([CH3:16])([CH3:15])[CH2:13][NH:12][C:11]1=[O:17])(C)(C)C.C(O)(C(F)(F)F)=O, predict the reaction product. The product is: [NH2:7][CH2:8][CH2:9][N:10]1[C:14]([CH3:15])([CH3:16])[CH2:13][NH:12][C:11]1=[O:17]. (5) Given the reactants CON(C)[C:4](=O)[C@@H:5]([NH:22][C:23]([C:36]1[CH:41]=[CH:40][CH:39]=[CH:38][CH:37]=1)([C:30]1[CH:35]=[CH:34][CH:33]=[CH:32][CH:31]=1)[C:24]1[CH:29]=[CH:28][CH:27]=[CH:26][CH:25]=1)[CH2:6][C:7]1[CH:21]=[CH:20][C:10]([CH2:11][NH:12][C:13](=[O:19])[O:14][C:15]([CH3:18])([CH3:17])[CH3:16])=[CH:9][CH:8]=1.[H-].[H-].[H-].[H-].[Li+].[Al+3].Cl.[CH3:51][S:52]([CH2:55]P(=O)(OCC)OCC)(=[O:54])=[O:53].[H-].[Na+], predict the reaction product. The product is: [CH3:51][S:52](/[CH:55]=[CH:4]/[C@@H:5]([NH:22][C:23]([C:24]1[CH:29]=[CH:28][CH:27]=[CH:26][CH:25]=1)([C:36]1[CH:41]=[CH:40][CH:39]=[CH:38][CH:37]=1)[C:30]1[CH:31]=[CH:32][CH:33]=[CH:34][CH:35]=1)[CH2:6][C:7]1[CH:21]=[CH:20][C:10]([CH2:11][NH:12][C:13](=[O:19])[O:14][C:15]([CH3:16])([CH3:18])[CH3:17])=[CH:9][CH:8]=1)(=[O:53])=[O:54].